Predict the product of the given reaction. From a dataset of Forward reaction prediction with 1.9M reactions from USPTO patents (1976-2016). The product is: [C:12]([C:8]1[CH:7]=[C:6]([CH:11]=[CH:10][CH:9]=1)[CH2:5][C:1]#[N:2])#[N:13]. Given the reactants [C-:1]#[N:2].[Na+].Br[CH2:5][C:6]1[CH:11]=[CH:10][CH:9]=[C:8]([C:12]#[N:13])[CH:7]=1.IC, predict the reaction product.